This data is from Full USPTO retrosynthesis dataset with 1.9M reactions from patents (1976-2016). The task is: Predict the reactants needed to synthesize the given product. (1) Given the product [CH2:1]([C:3]1[S:4][C:5]([C:17](=[O:19])[CH3:18])=[CH:6][CH:7]=1)[CH3:2], predict the reactants needed to synthesize it. The reactants are: [CH2:1]([C:3]1[S:4][CH:5]=[CH:6][CH:7]=1)[CH3:2].P(=O)(O)(O)O.C(O[C:17](=[O:19])[CH3:18])(=O)C. (2) Given the product [CH2:29]([N:28]([CH2:25][C:15]1[C:14]([C@@H:12]([N:3]2[C:4](=[O:11])[C:5]3[C:10](=[CH:9][CH:8]=[CH:7][CH:6]=3)[C:2]2=[O:1])[CH3:13])=[CH:23][C:22]2[C:17](=[CH:18][C:19]([F:24])=[CH:20][CH:21]=2)[N:16]=1)[CH3:27])[CH3:30], predict the reactants needed to synthesize it. The reactants are: [O:1]=[C:2]1[C:10]2[C:5](=[CH:6][CH:7]=[CH:8][CH:9]=2)[C:4](=[O:11])[N:3]1[C@H:12]([C:14]1[C:15]([CH:25]=O)=[N:16][C:17]2[C:22]([CH:23]=1)=[CH:21][CH:20]=[C:19]([F:24])[CH:18]=2)[CH3:13].[CH3:27][NH:28][CH2:29][CH3:30].[Na].[OH-].[Na+]. (3) Given the product [CH3:35][O:34][C:25]1[CH:24]=[C:21](/[CH:22]=[C:14](/[C:8]2[C:7]3[C:11](=[CH:12][CH:13]=[C:5]([O:4][CH3:3])[CH:6]=3)[NH:10][CH:9]=2)\[C:15]#[N:16])[CH:20]=[C:19]([O:18][CH3:17])[C:26]=1[O:27][CH2:28][O:29][CH2:30][CH2:31][O:32][CH3:33], predict the reactants needed to synthesize it. The reactants are: [H-].[Na+].[CH3:3][O:4][C:5]1[CH:6]=[C:7]2[C:11](=[CH:12][CH:13]=1)[NH:10][CH:9]=[C:8]2[CH2:14][C:15]#[N:16].[CH3:17][O:18][C:19]1[CH:20]=[C:21]([CH:24]=[C:25]([O:34][CH3:35])[C:26]=1[O:27][CH2:28][O:29][CH2:30][CH2:31][O:32][CH3:33])[CH:22]=O. (4) Given the product [CH3:9][C:8]([C:7]1[N:2]([CH3:1])[C:3](=[S:6])[NH:4][N:5]=1)([CH3:11])[CH3:10], predict the reactants needed to synthesize it. The reactants are: [CH3:1][NH:2][C:3](=[S:6])[NH:4][NH2:5].[C:7](Cl)(=O)[C:8]([CH3:11])([CH3:10])[CH3:9].